This data is from Forward reaction prediction with 1.9M reactions from USPTO patents (1976-2016). The task is: Predict the product of the given reaction. (1) Given the reactants Cl[C:2]1[C:3]2[N:10]=[CH:9][S:8][C:4]=2[N:5]=[CH:6][N:7]=1.[CH3:11][O:12][C:13]1[CH:21]=[C:20]2[C:16]([CH:17]=[N:18][NH:19]2)=[CH:15][C:14]=1[NH2:22], predict the reaction product. The product is: [CH3:11][O:12][C:13]1[CH:21]=[C:20]2[C:16]([CH:17]=[N:18][NH:19]2)=[CH:15][C:14]=1[NH:22][C:2]1[C:3]2[N:10]=[CH:9][S:8][C:4]=2[N:5]=[CH:6][N:7]=1. (2) Given the reactants [CH3:1][C:2]1[C:7]([Br:8])=[CH:6][CH:5]=[CH:4][C:3]=1[N:9]1[C:13](=[O:14])[NH:12][N:11]=[N:10]1.[CH3:15]N(C)C=O.[H-].[Na+].CI, predict the reaction product. The product is: [CH3:1][C:2]1[C:7]([Br:8])=[CH:6][CH:5]=[CH:4][C:3]=1[N:9]1[C:13](=[O:14])[N:12]([CH3:15])[N:11]=[N:10]1. (3) Given the reactants ClCCl.Cl.Cl.[NH2:6][CH2:7][C:8]1[CH:13]=[CH:12][C:11]([C:14]2[NH:18][C:17]([C@H:19]3[N:27]4[C:22](=[CH:23][C:24]([C:29]5[CH:34]=[C:33]([Cl:35])[CH:32]=[CH:31][C:30]=5[N:36]5[CH:40]=[N:39][N:38]=[N:37]5)=[CH:25][C:26]4=[O:28])[CH2:21][CH2:20]3)=[N:16][CH:15]=2)=[CH:10][CH:9]=1.C(N(CC)CC)C.[F:48][C:49]([F:60])([F:59])[C:50](O[C:50](=[O:51])[C:49]([F:60])([F:59])[F:48])=[O:51], predict the reaction product. The product is: [Cl:35][C:33]1[CH:32]=[CH:31][C:30]([N:36]2[CH:40]=[N:39][N:38]=[N:37]2)=[C:29]([C:24]2[CH:23]=[C:22]3[N:27]([C@H:19]([C:17]4[NH:18][C:14]([C:11]5[CH:10]=[CH:9][C:8]([CH2:7][NH:6][C:50](=[O:51])[C:49]([F:60])([F:59])[F:48])=[CH:13][CH:12]=5)=[CH:15][N:16]=4)[CH2:20][CH2:21]3)[C:26](=[O:28])[CH:25]=2)[CH:34]=1. (4) Given the reactants Br[C:2]1[S:3][C:4]([NH:32]C(=O)OC(C)(C)C)=[C:5]([C:7](=[O:31])[NH:8][C:9]2[CH:10]=[N:11][N:12]([CH3:30])[C:13]=2[C@@H:14]2[CH2:20][CH2:19][C@@H:18]([NH:21]C(OC(C)(C)C)=O)[C@H:17]([F:29])[CH2:16][O:15]2)[N:6]=1.[F:40][C:41]1[CH:46]=[CH:45][CH:44]=[C:43]([CH3:47])[C:42]=1B(O)O, predict the reaction product. The product is: [NH2:32][C:4]1[S:3][C:2]([C:42]2[C:43]([CH3:47])=[CH:44][CH:45]=[CH:46][C:41]=2[F:40])=[N:6][C:5]=1[C:7]([NH:8][C:9]1[CH:10]=[N:11][N:12]([CH3:30])[C:13]=1[C@@H:14]1[CH2:20][CH2:19][C@@H:18]([NH2:21])[C@H:17]([F:29])[CH2:16][O:15]1)=[O:31]. (5) Given the reactants NCC1C=NC=CC=1.[O:9]1[CH:13]=[CH:12][N:11]=[C:10]1[CH2:14][NH2:15].[F:16][C:17]1([F:36])[CH2:19][CH:18]1[CH2:20][N:21]1[CH2:25][CH2:24][N:23]([C:26]2[S:27][C:28]([C:32](O)=[O:33])=[C:29]([CH3:31])[N:30]=2)[C:22]1=[O:35], predict the reaction product. The product is: [F:36][C:17]1([F:16])[CH2:19][CH:18]1[CH2:20][N:21]1[CH2:25][CH2:24][N:23]([C:26]2[S:27][C:28]([C:32]([NH:15][CH2:14][C:10]3[O:9][CH:13]=[CH:12][N:11]=3)=[O:33])=[C:29]([CH3:31])[N:30]=2)[C:22]1=[O:35]. (6) Given the reactants [CH3:1][O:2][CH2:3][CH2:4][O:5][C:6]1[CH:11]=[C:10]2[C:12]([NH:16][C:17]3[CH:22]=[C:21]([C:23]#[CH:24])[CH:20]=[CH:19][CH:18]=3)=[N:13][CH:14]=[N:15][C:9]2=[CH:8][C:7]=1[O:25][CH2:26][CH2:27][O:28][CH3:29].O.[ClH:31], predict the reaction product. The product is: [CH3:1][O:2][CH2:3][CH2:4][O:5][C:6]1[CH:11]=[C:10]2[C:12]([NH:16][C:17]3[CH:18]=[CH:19][CH:20]=[C:21]([C:23]#[CH:24])[CH:22]=3)=[N:13][CH:14]=[N:15][C:9]2=[CH:8][C:7]=1[O:25][CH2:26][CH2:27][O:28][CH3:29].[ClH:31].